Dataset: Forward reaction prediction with 1.9M reactions from USPTO patents (1976-2016). Task: Predict the product of the given reaction. Given the reactants C([O:8][C:9]1[CH:14]=[CH:13][C:12]([C:15]2[CH2:16][CH2:17][C:18]([CH3:22])([CH3:21])[CH2:19][CH:20]=2)=[CH:11][CH:10]=1)C1C=CC=CC=1, predict the reaction product. The product is: [CH3:21][C:18]1([CH3:22])[CH2:17][CH2:16][CH:15]([CH:12]2[CH2:11][CH2:10][C:9](=[O:8])[CH2:14][CH2:13]2)[CH2:20][CH2:19]1.